This data is from Cav3 T-type calcium channel HTS with 100,875 compounds. The task is: Binary Classification. Given a drug SMILES string, predict its activity (active/inactive) in a high-throughput screening assay against a specified biological target. (1) The drug is O=C(NNc1nc(nc(c2ccccc2)c1)C)c1ccccc1. The result is 0 (inactive). (2) The drug is O(C1CCCCC1)C(=O)C(c1nc2c(nc1N1CCN(CC1)CC)cccc2)C#N. The result is 0 (inactive). (3) The compound is O(c1cc(C(=O)Nc2c(c3nn(nn3)CC(=O)N)cccc2)cc(OC)c1OC)C. The result is 0 (inactive). (4) The drug is Fc1ccc(C2(CC(OCC2)(C)C)CC(O)=O)cc1. The result is 0 (inactive). (5) The compound is S(=O)(=O)(C(C)C(OCC)=O)c1ncc(cc1)C(F)(F)F. The result is 0 (inactive). (6) The drug is n12c(NCCN(C)C)c(c(c(c1nc1c2cccc1)C#N)C)CC=C. The result is 0 (inactive). (7) The molecule is S(c1[nH]n2C(C3=C(N=c2n1)CCCC3=O)c1cc(OC)c(OC)cc1)Cc1ccccc1. The result is 0 (inactive). (8) The compound is OC(=O)C1CCC(CC1)CNC(=O)C(n1nnc2c(c1=O)cccc2)C(C)C. The result is 0 (inactive). (9) The drug is S(=O)(=O)(N1CCC(CC1)c1ccccc1)c1cc2n(c(=O)n(c2cc1)CC)CC. The result is 0 (inactive). (10) The drug is O=C(N1CCC(Nc2ccc(cc2)C)CC1)C. The result is 0 (inactive).